This data is from Reaction yield outcomes from USPTO patents with 853,638 reactions. The task is: Predict the reaction yield, written as a fraction of the theoretical maximum amount of product (1.0 means a 100% yield; for example, 0.34 means a 34% yield). (1) The reactants are [CH:1]([C:4]1[CH:9]=[CH:8][C:7]([C:10]2[C:14]3[C:15]([CH3:22])=[C:16]([NH2:21])[C:17]([CH3:20])=[C:18]([CH3:19])[C:13]=3[O:12][C:11]=2[CH3:23])=[CH:6][CH:5]=1)([CH3:3])[CH3:2].[CH3:24][O:25][C:26]1[CH:34]=[CH:33][C:29]([C:30](Cl)=[O:31])=[CH:28][CH:27]=1. No catalyst specified. The product is [CH:1]([C:4]1[CH:9]=[CH:8][C:7]([C:10]2[C:14]3[C:15]([CH3:22])=[C:16]([NH:21][C:30](=[O:31])[C:29]4[CH:33]=[CH:34][C:26]([O:25][CH3:24])=[CH:27][CH:28]=4)[C:17]([CH3:20])=[C:18]([CH3:19])[C:13]=3[O:12][C:11]=2[CH3:23])=[CH:6][CH:5]=1)([CH3:3])[CH3:2]. The yield is 0.490. (2) The reactants are C([NH:8][C@H:9]1[CH2:14][CH2:13][C@H:12]([C:15]2[CH:20]=[CH:19][C:18]([O:21][Si:22]([C:25]([CH3:28])([CH3:27])[CH3:26])([CH3:24])[CH3:23])=[CH:17][C:16]=2[O:29][Si:30]([C:33]([CH3:36])([CH3:35])[CH3:34])([CH3:32])[CH3:31])[CH2:11][CH2:10]1)C1C=CC=CC=1. The catalyst is C(O)C.[Pd]. The product is [Si:30]([O:29][C:16]1[CH:17]=[C:18]([O:21][Si:22]([C:25]([CH3:26])([CH3:27])[CH3:28])([CH3:24])[CH3:23])[CH:19]=[CH:20][C:15]=1[C@H:12]1[CH2:11][CH2:10][C@H:9]([NH2:8])[CH2:14][CH2:13]1)([C:33]([CH3:34])([CH3:35])[CH3:36])([CH3:32])[CH3:31]. The yield is 0.970. (3) The reactants are [C:1]([C:3]1[CH:4]=[C:5]([CH:9]=[CH:10][CH:11]=1)[C:6]([OH:8])=O)#[CH:2].[CH3:12][N:13]1[C:17]([NH2:18])=[CH:16][C:15]([CH3:19])=[N:14]1.F[P-](F)(F)(F)(F)F.N1(O[P+](N(C)C)(N(C)C)N(C)C)C2C=CC=CC=2N=N1.CCN(C(C)C)C(C)C. The catalyst is CN(C=O)C.CCOC(C)=O. The product is [CH3:12][N:13]1[C:17]([NH:18][C:6](=[O:8])[C:5]2[CH:9]=[CH:10][CH:11]=[C:3]([C:1]#[CH:2])[CH:4]=2)=[CH:16][C:15]([CH3:19])=[N:14]1. The yield is 0.780. (4) The reactants are [CH3:1][C:2]1[C:10]([N+:11]([O-:13])=[O:12])=[CH:9][C:5]([C:6]([OH:8])=[O:7])=[CH:4][C:3]=1[N+:14]([O-])=O.S.[Na].O.Cl. The catalyst is CO. The product is [NH2:14][C:3]1[CH:4]=[C:5]([CH:9]=[C:10]([N+:11]([O-:13])=[O:12])[C:2]=1[CH3:1])[C:6]([OH:8])=[O:7]. The yield is 0.830. (5) The reactants are [Cl:1][CH2:2][CH:3]1[O:7][N:6]=[C:5]([CH2:8]O)[CH2:4]1.C(N(S(F)(F)[F:16])CC)C. The catalyst is C(Cl)Cl. The product is [Cl:1][CH2:2][CH:3]1[O:7][N:6]=[C:5]([CH2:8][F:16])[CH2:4]1. The yield is 0.490. (6) The reactants are [C:1]([C:3]1[C:4]([O:13][CH2:14][CH2:15][OH:16])=[N:5][NH:6][C:7]=1[N:8]=[CH:9][N:10](C)C)#[N:2].[CH3:17][O:18][C:19]1[CH:20]=[C:21]([CH:23]=[CH:24][C:25]=1[O:26][CH2:27][C:28]1[CH:33]=[CH:32][CH:31]=[CH:30][N:29]=1)N. No catalyst specified. The product is [CH3:17][O:18][C:19]1[CH:20]=[C:21]([NH:2][C:1]2[N:10]=[CH:9][N:8]=[C:7]3[NH:6][N:5]=[C:4]([O:13][CH2:14][CH2:15][OH:16])[C:3]=23)[CH:23]=[CH:24][C:25]=1[O:26][CH2:27][C:28]1[CH:33]=[CH:32][CH:31]=[CH:30][N:29]=1. The yield is 0.720. (7) The reactants are F[C:2]1[N:29]=[CH:28][C:27]([CH3:30])=[CH:26][C:3]=1[C:4]([C:6]1[N:11]=[C:10]([N:12]2[CH2:18][CH2:17][CH2:16][N:15]([C:19]([O:21][C:22]([CH3:25])([CH3:24])[CH3:23])=[O:20])[CH2:14][CH2:13]2)[CH:9]=[CH:8][CH:7]=1)=[O:5].[OH-].[NH4+:32]. No catalyst specified. The product is [NH2:32][C:2]1[N:29]=[CH:28][C:27]([CH3:30])=[CH:26][C:3]=1[C:4]([C:6]1[N:11]=[C:10]([N:12]2[CH2:18][CH2:17][CH2:16][N:15]([C:19]([O:21][C:22]([CH3:25])([CH3:24])[CH3:23])=[O:20])[CH2:14][CH2:13]2)[CH:9]=[CH:8][CH:7]=1)=[O:5]. The yield is 0.180.